This data is from Reaction yield outcomes from USPTO patents with 853,638 reactions. The task is: Predict the reaction yield, written as a fraction of the theoretical maximum amount of product (1.0 means a 100% yield; for example, 0.34 means a 34% yield). (1) The reactants are [Br:1][C:2]1[CH:10]=[C:9]2[C:5]([CH2:6][C:7]3([CH2:27][CH2:26][CH:25]([O:28][CH3:29])[CH2:24][CH2:23]3)[C:8]2([NH:16][S:17]([C:19]([CH3:22])([CH3:21])[CH3:20])=[O:18])[C:11]([O:13][CH2:14][CH3:15])=C)=[CH:4][CH:3]=1.C([O-])([O-])=[O:31].[Cs+].[Cs+]. The catalyst is O1CCOCC1.Cl[Pd](Cl)([P](C1C=CC=CC=1)(C1C=CC=CC=1)C1C=CC=CC=1)[P](C1C=CC=CC=1)(C1C=CC=CC=1)C1C=CC=CC=1. The product is [Br:1][C:2]1[CH:10]=[C:9]2[C:5]([CH2:6][C:7]3([CH2:27][CH2:26][CH:25]([O:28][CH3:29])[CH2:24][CH2:23]3)[C:8]2([NH:16][S:17]([C:19]([CH3:21])([CH3:22])[CH3:20])=[O:18])[C:11]([O:13][CH2:14][CH3:15])=[O:31])=[CH:4][CH:3]=1. The yield is 0.300. (2) The reactants are [N+:1]([C:4]1[CH:11]=[CH:10][C:7]([CH:8]=[O:9])=[CH:6][CH:5]=1)([O-:3])=[O:2].N#N.[CH3:14][C:15]([CH3:17])=[O:16]. The catalyst is O. The product is [OH:9][CH:8]([C:7]1[CH:6]=[CH:5][C:4]([N+:1]([O-:3])=[O:2])=[CH:11][CH:10]=1)[CH2:14][C:15](=[O:16])[CH3:17]. The yield is 0.830. (3) The reactants are [C:1]1([NH2:12])[C:6](F)=[C:5](F)[C:4](F)=[C:3](N)[C:2]=1F.[ClH:13].Cl.N1C2C(=CC=CC=2)C(/C=C/C2C=CC(C(N3CCNCC3)=O)=CC=2)=N1.C(OC(NCC(O)=O)=O)(C)(C)C.O.ON1C2C=CC=CC=2N=N1.Cl.C(N=C=NCCCN(C)C)C.CN1CCOCC1.C(OC([NH:89][CH2:90][C:91]([N:93]1[CH2:98][CH2:97][N:96]([C:99](=[O:117])[C:100]2[CH:105]=[CH:104][C:103](/[CH:106]=[CH:107]/[C:108]3C4C(=CC=CC=4)N[N:109]=3)=[CH:102][CH:101]=2)[CH2:95][CH2:94]1)=[O:92])=O)(C)(C)C.Cl.CO. No catalyst specified. The product is [ClH:13].[NH2:89][CH2:90][C:91]([N:93]1[CH2:98][CH2:97][N:96]([C:99](=[O:117])[C:100]2[CH:105]=[CH:104][C:103](/[CH:106]=[CH:107]/[C:108]3[C:2]4[C:1](=[CH:6][CH:5]=[CH:4][CH:3]=4)[NH:12][N:109]=3)=[CH:102][CH:101]=2)[CH2:95][CH2:94]1)=[O:92]. The yield is 0.640. (4) The reactants are [CH2:1]([O:3][C:4](=[O:13])[CH:5](Br)[C:6]1[CH:7]=[N:8][CH:9]=[CH:10][CH:11]=1)[CH3:2].Cl.[CH3:15][NH:16][CH3:17].CCN(CC)CC. The catalyst is C(Cl)Cl. The product is [CH2:1]([O:3][C:4](=[O:13])[CH:5]([N:16]([CH3:17])[CH3:15])[C:6]1[CH:7]=[N:8][CH:9]=[CH:10][CH:11]=1)[CH3:2]. The yield is 0.530.